From a dataset of Reaction yield outcomes from USPTO patents with 853,638 reactions. Predict the reaction yield, written as a fraction of the theoretical maximum amount of product (1.0 means a 100% yield; for example, 0.34 means a 34% yield). (1) The reactants are [Cl:1][C:2]1[C:3]([F:21])=[C:4]([CH:18]=[CH:19][CH:20]=1)[CH2:5][C:6]1[C:7]([F:17])=[N:8][C:9]([F:16])=[C:10]([CH:15]=1)[C:11]([O:13]C)=[O:12].[Li+].[OH-]. The catalyst is C1COCC1. The product is [Cl:1][C:2]1[C:3]([F:21])=[C:4]([CH:18]=[CH:19][CH:20]=1)[CH2:5][C:6]1[C:7]([F:17])=[N:8][C:9]([F:16])=[C:10]([CH:15]=1)[C:11]([OH:13])=[O:12]. The yield is 1.00. (2) The reactants are [F:1][C:2]1[CH:3]=[C:4]([CH:23]=[CH:24][C:25]=1[O:26]C)[C:5]([N:7]([C:16]1[CH:21]=[CH:20][C:19]([F:22])=[CH:18][CH:17]=1)[C:8]1[CH:13]=[CH:12][C:11]([O:14]C)=[CH:10][CH:9]=1)=[O:6].B(Br)(Br)Br. The catalyst is C(Cl)Cl. The product is [F:1][C:2]1[CH:3]=[C:4]([CH:23]=[CH:24][C:25]=1[OH:26])[C:5]([N:7]([C:16]1[CH:21]=[CH:20][C:19]([F:22])=[CH:18][CH:17]=1)[C:8]1[CH:13]=[CH:12][C:11]([OH:14])=[CH:10][CH:9]=1)=[O:6]. The yield is 0.816. (3) No catalyst specified. The product is [Cl:1][C:2]1[C:7]([C:8]#[N:9])=[C:6]([Cl:11])[N:5]=[C:4]([S:12][CH3:13])[N:3]=1. The reactants are [Cl:1][C:2]1[C:7]([CH:8]=[N:9]O)=[C:6]([Cl:11])[N:5]=[C:4]([S:12][CH3:13])[N:3]=1.O=S(Cl)Cl. The yield is 0.930. (4) The reactants are Br[CH2:2][C:3]1[CH:4]=[C:5]([CH:8]=[CH:9][CH:10]=1)[C:6]#[N:7].[CH3:11][NH2:12]. No catalyst specified. The product is [CH3:11][NH:12][CH2:2][C:3]1[CH:4]=[C:5]([CH:8]=[CH:9][CH:10]=1)[C:6]#[N:7]. The yield is 0.820.